Dataset: Full USPTO retrosynthesis dataset with 1.9M reactions from patents (1976-2016). Task: Predict the reactants needed to synthesize the given product. (1) Given the product [Cl:9][C:4]1[CH:5]=[C:6]([CH3:8])[CH:7]=[C:2]([C:15]2[CH:16]=[CH:17][C:12]([C:11]([F:22])([F:21])[F:10])=[CH:13][CH:14]=2)[N:3]=1, predict the reactants needed to synthesize it. The reactants are: Br[C:2]1[CH:7]=[C:6]([CH3:8])[CH:5]=[C:4]([Cl:9])[N:3]=1.[F:10][C:11]([F:22])([F:21])[C:12]1[CH:17]=[CH:16][C:15](B(O)O)=[CH:14][CH:13]=1.C([O-])([O-])=O.[Na+].[Na+]. (2) The reactants are: [F:1][C:2]1[CH:14]=[CH:13][C:5]([CH:6]=[CH:7][C:8]([O:10][CH2:11][CH3:12])=[O:9])=[CH:4][C:3]=1[NH:15][C:16](=[O:21])[C:17]([F:20])([F:19])[F:18]. Given the product [F:1][C:2]1[CH:14]=[CH:13][C:5]([CH2:6][CH2:7][C:8]([O:10][CH2:11][CH3:12])=[O:9])=[CH:4][C:3]=1[NH:15][C:16](=[O:21])[C:17]([F:20])([F:19])[F:18], predict the reactants needed to synthesize it. (3) Given the product [N:22]1([C:27]2[CH:35]=[CH:34][C:30]([C:31]([N:1]3[CH2:2][CH2:3][C:4]4([O:11][C:10]5[C:12]6[C:17]([C:18](=[O:21])[C:19](=[O:20])[C:9]=5[S:8][CH2:7]4)=[CH:16][CH:15]=[CH:14][CH:13]=6)[CH2:5][CH2:6]3)=[O:32])=[CH:29][CH:28]=2)[CH:26]=[CH:25][CH:24]=[N:23]1, predict the reactants needed to synthesize it. The reactants are: [NH:1]1[CH2:6][CH2:5][C:4]2([O:11][C:10]3[C:12]4[C:17]([C:18](=[O:21])[C:19](=[O:20])[C:9]=3[S:8][CH2:7]2)=[CH:16][CH:15]=[CH:14][CH:13]=4)[CH2:3][CH2:2]1.[N:22]1([C:27]2[CH:35]=[CH:34][C:30]([C:31](Cl)=[O:32])=[CH:29][CH:28]=2)[CH:26]=[CH:25][CH:24]=[N:23]1. (4) Given the product [Br:1][CH2:2][C:3]1[C:8]([C:9]2[C:10]([CH2:17][Br:34])=[N:11][C:12]([O:15][CH3:16])=[CH:13][CH:14]=2)=[CH:7][CH:6]=[CH:5][C:4]=1[N:18]1[N:27]=[CH:26][C:25]2[C:20](=[C:21]([F:32])[CH:22]=[C:23]([C:28]([CH3:30])([CH3:29])[CH3:31])[CH:24]=2)[C:19]1=[O:33], predict the reactants needed to synthesize it. The reactants are: [Br:1][CH2:2][C:3]1[C:8]([C:9]2[C:10]([CH3:17])=[N:11][C:12]([O:15][CH3:16])=[CH:13][CH:14]=2)=[CH:7][CH:6]=[CH:5][C:4]=1[N:18]1[N:27]=[CH:26][C:25]2[C:20](=[C:21]([F:32])[CH:22]=[C:23]([C:28]([CH3:31])([CH3:30])[CH3:29])[CH:24]=2)[C:19]1=[O:33].[Br:34]N1C(=O)CCC1=O. (5) Given the product [C:30]1([S:29]([CH2:28][CH2:27][CH:8]([C:5]2[CH:4]=[CH:3][C:2]([Cl:1])=[CH:7][CH:6]=2)/[C:9](/[F:26])=[C:10](\[F:25])/[CH2:11][C:12]2[CH:17]=[CH:16][CH:15]=[C:14]([O:18][C:19]3[CH:24]=[CH:23][CH:22]=[CH:21][CH:20]=3)[CH:13]=2)=[O:44])[CH:31]=[CH:32][CH:33]=[CH:34][CH:35]=1, predict the reactants needed to synthesize it. The reactants are: [Cl:1][C:2]1[CH:7]=[CH:6][C:5]([CH:8]([CH2:27][CH2:28][S:29][C:30]2[CH:35]=[CH:34][CH:33]=[CH:32][CH:31]=2)/[C:9](/[F:26])=[C:10](\[F:25])/[CH2:11][C:12]2[CH:17]=[CH:16][CH:15]=[C:14]([O:18][C:19]3[CH:24]=[CH:23][CH:22]=[CH:21][CH:20]=3)[CH:13]=2)=[CH:4][CH:3]=1.ClC1C=CC=C(C(OO)=[O:44])C=1. (6) Given the product [F:11][C:12]1[CH:13]=[C:14]([C:15]2[O:1][N:2]=[C:3]([C:4]3[CH:5]=[N:6][CH:7]=[CH:8][CH:9]=3)[N:10]=2)[CH:18]=[C:19]([F:21])[CH:20]=1, predict the reactants needed to synthesize it. The reactants are: [OH:1][N:2]=[C:3]([NH2:10])[C:4]1[CH:9]=[CH:8][CH:7]=[N:6][CH:5]=1.[F:11][C:12]1[CH:13]=[C:14]([CH:18]=[C:19]([F:21])[CH:20]=1)[C:15](O)=O.N.